This data is from Full USPTO retrosynthesis dataset with 1.9M reactions from patents (1976-2016). The task is: Predict the reactants needed to synthesize the given product. (1) Given the product [CH2:16]([O:9][CH2:8][CH:7]([OH:10])[CH2:6][N:1]1[CH2:5][CH2:4][CH2:3][CH2:2]1)[CH2:17][CH2:18][CH2:19][CH2:20][CH2:21][CH2:22][CH2:23]/[CH:24]=[CH:25]\[CH2:26]/[CH:27]=[CH:28]\[CH2:29][CH2:30][CH2:31][CH2:32][CH3:33], predict the reactants needed to synthesize it. The reactants are: [N:1]1([CH2:6][CH:7]([OH:10])[CH2:8][OH:9])[CH2:5][CH2:4][CH2:3][CH2:2]1.CS(O[CH2:16][CH2:17][CH2:18][CH2:19][CH2:20][CH2:21][CH2:22][CH2:23]/[CH:24]=[CH:25]\[CH2:26]/[CH:27]=[CH:28]\[CH2:29][CH2:30][CH2:31][CH2:32][CH3:33])(=O)=O.[H-].[Na+]. (2) Given the product [NH2:1][C:2]1[C:7]([C:8]#[N:9])=[C:6]([O:10][CH2:11][CH3:12])[N:5]=[C:4]([C:13]([NH:44][CH2:43][C:42]2[CH:45]=[CH:46][C:39]([CH3:38])=[CH:40][CH:41]=2)=[O:15])[CH:3]=1, predict the reactants needed to synthesize it. The reactants are: [NH2:1][C:2]1[C:7]([C:8]#[N:9])=[C:6]([O:10][CH2:11][CH3:12])[N:5]=[C:4]([C:13]([OH:15])=O)[CH:3]=1.CN(C(ON1N=NC2C=CC=CC1=2)=[N+](C)C)C.[B-](F)(F)(F)F.[CH3:38][C:39]1[CH:46]=[CH:45][C:42]([CH2:43][NH2:44])=[CH:41][CH:40]=1. (3) Given the product [CH3:18][S:19]([O:16][CH2:15][CH:12]1[CH2:11][O:10][C:9]([CH3:17])([CH3:8])[CH2:14][O:13]1)(=[O:21])=[O:20], predict the reactants needed to synthesize it. The reactants are: C(N(CC)CC)C.[CH3:8][C:9]1([CH3:17])[CH2:14][O:13][CH:12]([CH2:15][OH:16])[CH2:11][O:10]1.[CH3:18][S:19](Cl)(=[O:21])=[O:20]. (4) Given the product [CH2:12]([O:19][C:20]1[CH:42]=[CH:41][C:40]([N:43]2[CH2:48][CH2:47][CH2:46][CH2:45][CH2:44]2)=[CH:39][C:21]=1[C:22]([NH:24][C:25]1[CH:26]=[C:27]([C:33]2[CH:38]=[CH:37][CH:36]=[CH:35][CH:34]=2)[CH:28]=[CH:29][C:30]=1[C:31]1[NH:32][N:3]=[N:2][N:1]=1)=[O:23])[C:13]1[CH:14]=[CH:15][CH:16]=[CH:17][CH:18]=1, predict the reactants needed to synthesize it. The reactants are: [N-:1]=[N+:2]=[N-:3].[Na+].[Cl-].[NH4+].CN(C)C=O.[CH2:12]([O:19][C:20]1[CH:42]=[CH:41][C:40]([N:43]2[CH2:48][CH2:47][CH2:46][CH2:45][CH2:44]2)=[CH:39][C:21]=1[C:22]([NH:24][C:25]1[CH:26]=[C:27]([C:33]2[CH:38]=[CH:37][CH:36]=[CH:35][CH:34]=2)[CH:28]=[CH:29][C:30]=1[C:31]#[N:32])=[O:23])[C:13]1[CH:18]=[CH:17][CH:16]=[CH:15][CH:14]=1. (5) Given the product [Br:1][C:2]1[C:3]([CH3:12])=[CH:4][C:5]([F:11])=[C:6]([NH2:8])[CH:7]=1, predict the reactants needed to synthesize it. The reactants are: [Br:1][C:2]1[CH:7]=[C:6]([N+:8]([O-])=O)[C:5]([F:11])=[CH:4][C:3]=1[CH3:12]. (6) Given the product [Cl:8][C:3]1[CH:4]=[CH:5][CH:6]=[CH:7][C:2]=1[NH:9][C:10]1[CH:11]=[C:12]([CH:18]=[CH:19][CH:20]=1)[C:13]([O:15][CH2:16][CH3:17])=[O:14], predict the reactants needed to synthesize it. The reactants are: Br[C:2]1[CH:7]=[CH:6][CH:5]=[CH:4][C:3]=1[Cl:8].[NH2:9][C:10]1[CH:11]=[C:12]([CH:18]=[CH:19][CH:20]=1)[C:13]([O:15][CH2:16][CH3:17])=[O:14].CC(C)([O-])C.[K+].